From a dataset of M1 muscarinic receptor agonist screen with 61,833 compounds. Binary Classification. Given a drug SMILES string, predict its activity (active/inactive) in a high-throughput screening assay against a specified biological target. (1) The molecule is OC1(N(C(=O)Nc2c1cccc2)c1cc(OC)ccc1)C(=O)NCc1cc2OCOc2cc1. The result is 0 (inactive). (2) The molecule is Fc1ccc(OCCOC(=O)c2cc(OCc3c(onc3C)C)ccc2)cc1. The result is 0 (inactive). (3) The molecule is N1(CCC(c2ccccc2)(c2ccccc2)C#N)CCN(CC1)C. The result is 0 (inactive).